From a dataset of NCI-60 drug combinations with 297,098 pairs across 59 cell lines. Regression. Given two drug SMILES strings and cell line genomic features, predict the synergy score measuring deviation from expected non-interaction effect. Drug 1: CN1C(=O)N2C=NC(=C2N=N1)C(=O)N. Drug 2: CC1=C(C=C(C=C1)NC(=O)C2=CC=C(C=C2)CN3CCN(CC3)C)NC4=NC=CC(=N4)C5=CN=CC=C5. Cell line: CAKI-1. Synergy scores: CSS=-9.21, Synergy_ZIP=5.54, Synergy_Bliss=0.324, Synergy_Loewe=-2.39, Synergy_HSA=-7.59.